This data is from Antibody developability classification from SAbDab with 2,409 antibodies. The task is: Regression/Classification. Given an antibody's heavy chain and light chain sequences, predict its developability. TAP uses regression for 5 developability metrics; SAbDab uses binary classification. The antibody is ['QVRLSQSGGQMKKPGDSMRISCRASGYEFINCPINWIRLAPGKRPEWMGWMKPRWGAVSYARQLQGRVTMTRDMYSETAFLELRSLTSDDTAVYFCTRGKYCTARDYYNWDFEHWGQGTPVTVSS', 'EIVLTQSPGTLSLSPGETAIISCRTSQYGSLAWYQQRPGQAPRLVIYSGSTRAAGIPDRFSGSRWGPDYNLTISNLESGDFGVYYCQQYEFFGQGTKVQVD']. Result: 0 (not developable).